This data is from Reaction yield outcomes from USPTO patents with 853,638 reactions. The task is: Predict the reaction yield, written as a fraction of the theoretical maximum amount of product (1.0 means a 100% yield; for example, 0.34 means a 34% yield). (1) The reactants are Br[CH2:2][CH2:3][N:4]1[C:8]([CH2:9]Br)=[CH:7][C:6]([N+:11]([O-:13])=[O:12])=[N:5]1.[NH3:14]. The catalyst is C1COCC1. The product is [N+:11]([C:6]1[CH:7]=[C:8]2[CH2:9][NH:14][CH2:2][CH2:3][N:4]2[N:5]=1)([O-:13])=[O:12]. The yield is 0.760. (2) The reactants are [NH2:1][CH2:2][C:3]1[CH:4]=[C:5]([C:9]2[CH:10]=[C:11]3[C:16](=[CH:17][CH:18]=2)[N:15]([CH3:19])[C:14](=[O:20])[CH2:13][CH2:12]3)[CH:6]=[N:7][CH:8]=1.[CH3:21][C:22]1[C:26]([C:27](O)=[O:28])=[C:25]([CH3:30])[O:24][N:23]=1.CN(C(ON1N=NC2C=CC=CC1=2)=[N+](C)C)C.[B-](F)(F)(F)F.CCN(C(C)C)C(C)C. The catalyst is CN(C=O)C. The product is [CH3:19][N:15]1[C:16]2[C:11](=[CH:10][C:9]([C:5]3[CH:4]=[C:3]([CH2:2][NH:1][C:27]([C:26]4[C:22]([CH3:21])=[N:23][O:24][C:25]=4[CH3:30])=[O:28])[CH:8]=[N:7][CH:6]=3)=[CH:18][CH:17]=2)[CH2:12][CH2:13][C:14]1=[O:20]. The yield is 0.590. (3) The reactants are [N:1]1([CH2:7][CH2:8][N:9]2[CH2:14][CH2:13][S:12][C:11]3[CH:15]=[C:16]([NH2:19])[CH:17]=[CH:18][C:10]2=3)[CH2:6][CH2:5][CH2:4][CH2:3][CH2:2]1.I.[S:21]1[CH:25]=[CH:24][CH:23]=[C:22]1[C:26](SC)=[NH:27]. No catalyst specified. The product is [N:1]1([CH2:7][CH2:8][N:9]2[CH2:14][CH2:13][S:12][C:11]3[CH:15]=[C:16]([NH:19][C:26]([C:22]4[S:21][CH:25]=[CH:24][CH:23]=4)=[NH:27])[CH:17]=[CH:18][C:10]2=3)[CH2:6][CH2:5][CH2:4][CH2:3][CH2:2]1. The yield is 0.230. (4) The reactants are [CH3:1][N:2]([CH3:16])[S:3]([C:6]1[CH:13]=[CH:12][C:9]([CH2:10]O)=[CH:8][C:7]=1[O:14][CH3:15])(=[O:5])=[O:4].S(Cl)([Cl:19])=O. The catalyst is C(Cl)Cl. The product is [CH3:1][N:2]([CH3:16])[S:3]([C:6]1[CH:13]=[CH:12][C:9]([CH2:10][Cl:19])=[CH:8][C:7]=1[O:14][CH3:15])(=[O:5])=[O:4]. The yield is 0.990. (5) The reactants are [CH2:1]([O:3][C:4]([N:6]1[C:14]2[C:9](=[CH:10][CH:11]=[C:12]([Cl:15])[CH:13]=2)/[C:8](=[CH:16]/[CH:17]2[CH2:21][CH2:20][CH2:19][CH2:18]2)/[C:7]1=[O:22])=[O:5])[CH3:2].[Cl:23][C:24]1[CH:25]=[C:26]([CH:30]=[N:31][C:32]([O:34][Si](C)(C)C)=[CH2:33])[CH:27]=[CH:28][CH:29]=1. The catalyst is C1(C)C=CC=CC=1. The product is [CH2:1]([O:3][C:4]([N:6]1[C:14]2[C:9](=[CH:10][CH:11]=[C:12]([Cl:15])[CH:13]=2)[C:8]2([CH:16]([CH:17]3[CH2:18][CH2:19][CH2:20][CH2:21]3)[CH2:33][C:32](=[O:34])[NH:31][CH:30]2[C:26]2[CH:27]=[CH:28][CH:29]=[C:24]([Cl:23])[CH:25]=2)[C:7]1=[O:22])=[O:5])[CH3:2]. The yield is 0.520. (6) The reactants are C(N1C(C)=CC(OCC2C=CC=CC=2CNC(NC2N(C3C=CC=C(F)C=3)N=C(C(C)(C)C)C=2)=O)=C(Br)C1=O)C1C=CC=CC=1.C(N(CC)CC)C.C(C1C=C(NC(=O)OC2C=CC([N+]([O-])=O)=CC=2)N(C2C=CC=C(OC)C=2)N=1)(C)(C)C.[Br:83][C:84]1[C:85](=[O:130])[N:86]([CH2:121][C:122]2[CH:127]=[CH:126][C:125](OC)=[CH:124][CH:123]=2)[C:87]([CH3:120])=[CH:88][C:89]=1[O:90][CH2:91][C:92]1[CH:119]=[CH:118][CH:117]=[CH:116][C:93]=1[CH2:94][NH:95][C:96]([NH:98][C:99]1[N:103]([C:104]2[CH:109]=[CH:108][CH:107]=[C:106]([O:110][CH3:111])[CH:105]=2)[N:102]=[C:101]([C:112]([CH3:115])([CH3:114])[CH3:113])[CH:100]=1)=[O:97]. The catalyst is C(Cl)Cl. The product is [CH2:121]([N:86]1[C:87]([CH3:120])=[CH:88][C:89]([O:90][CH2:91][C:92]2[CH:119]=[CH:118][CH:117]=[CH:116][C:93]=2[CH2:94][NH:95][C:96]([NH:98][C:99]2[N:103]([C:104]3[CH:109]=[CH:108][CH:107]=[C:106]([O:110][CH3:111])[CH:105]=3)[N:102]=[C:101]([C:112]([CH3:113])([CH3:114])[CH3:115])[CH:100]=2)=[O:97])=[C:84]([Br:83])[C:85]1=[O:130])[C:122]1[CH:127]=[CH:126][CH:125]=[CH:124][CH:123]=1. The yield is 0.270. (7) The yield is 0.630. The reactants are [Si]([O:8][CH:9]1[C:17]2[C:12](=[C:13]([C:18]3[O:22][C:21]([C:23]4[CH:24]=[CH:25][C:26]([O:31][CH:32]([CH3:34])[CH3:33])=[C:27]([CH:30]=4)[C:28]#[N:29])=[N:20][CH:19]=3)[CH:14]=[CH:15][CH:16]=2)[CH2:11][CH2:10]1)(C(C)(C)C)(C)C.[F-].C([N+](CCCC)(CCCC)CCCC)CCC. The catalyst is C1COCC1. The product is [OH:8][CH:9]1[C:17]2[C:12](=[C:13]([C:18]3[O:22][C:21]([C:23]4[CH:24]=[CH:25][C:26]([O:31][CH:32]([CH3:34])[CH3:33])=[C:27]([CH:30]=4)[C:28]#[N:29])=[N:20][CH:19]=3)[CH:14]=[CH:15][CH:16]=2)[CH2:11][CH2:10]1.